This data is from Reaction yield outcomes from USPTO patents with 853,638 reactions. The task is: Predict the reaction yield, written as a fraction of the theoretical maximum amount of product (1.0 means a 100% yield; for example, 0.34 means a 34% yield). (1) The reactants are [CH2:1]([O:3][P:4]([CH2:9][CH2:10]OCC)(=[O:8])[O:5][CH2:6][CH3:7])[CH3:2].[BH4-].[Li+].C[CH2:17][O:18]CC. The catalyst is C1COCC1. The product is [CH2:6]([O:5][P:4]([CH2:9][CH2:10][CH2:17][OH:18])(=[O:8])[O:3][CH2:1][CH3:2])[CH3:7]. The yield is 0.240. (2) The reactants are Br[C:2]1[CH:3]=[N:4][CH:5]=[CH:6][C:7]=1[N:8]1[CH2:13][CH2:12][CH:11]([C:14]([NH2:16])=[O:15])[CH2:10][CH2:9]1.[CH:17]1(B(O)O)[CH2:19][CH2:18]1.C(=O)([O-])[O-].[Na+].[Na+]. The catalyst is C(#N)C. The product is [CH:17]1([C:2]2[CH:3]=[N:4][CH:5]=[CH:6][C:7]=2[N:8]2[CH2:13][CH2:12][CH:11]([C:14]([NH2:16])=[O:15])[CH2:10][CH2:9]2)[CH2:19][CH2:18]1. The yield is 0.190. (3) The reactants are [O:1]=[C:2]1[C@H:8]([CH2:9][C:10]([O:12]C)=[O:11])[CH2:7][C:6]2[CH:14]=[CH:15][C:16]([O:18][CH2:19][CH2:20][CH2:21][NH:22][C:23]3[CH:28]=[CH:27][CH:26]=[CH:25][N:24]=3)=[CH:17][C:5]=2[CH2:4][N:3]1[CH2:29][C:30]([F:33])([F:32])[F:31].[OH-].[Na+].Cl. The catalyst is O1CCOCC1. The product is [O:1]=[C:2]1[C@H:8]([CH2:9][C:10]([OH:12])=[O:11])[CH2:7][C:6]2[CH:14]=[CH:15][C:16]([O:18][CH2:19][CH2:20][CH2:21][NH:22][C:23]3[CH:28]=[CH:27][CH:26]=[CH:25][N:24]=3)=[CH:17][C:5]=2[CH2:4][N:3]1[CH2:29][C:30]([F:33])([F:31])[F:32]. The yield is 0.860. (4) The reactants are [C:1]([O:5][C:6]([NH:8][C@H:9]1[CH2:14][CH2:13][C@H:12]([C:15]([OH:17])=O)[CH2:11][CH2:10]1)=[O:7])([CH3:4])([CH3:3])[CH3:2].CN(C(ON1N=NC2C=CC=NC1=2)=[N+](C)C)C.F[P-](F)(F)(F)(F)F.C(N(CC)C(C)C)(C)C.[F:51][C:52]1[CH:57]=[CH:56][C:55]([C@H:58]([NH2:60])[CH3:59])=[CH:54][CH:53]=1. The catalyst is C1COCC1. The product is [F:51][C:52]1[CH:57]=[CH:56][C:55]([C@H:58]([NH:60][C:15]([C@H:12]2[CH2:11][CH2:10][C@H:9]([NH:8][C:6](=[O:7])[O:5][C:1]([CH3:2])([CH3:3])[CH3:4])[CH2:14][CH2:13]2)=[O:17])[CH3:59])=[CH:54][CH:53]=1. The yield is 0.970. (5) The reactants are [F:1][C:2]([F:31])([F:30])[C:3]([C:9]1[CH:14]=[CH:13][C:12]([O:15][CH2:16][O:17][CH3:18])=[C:11]([CH2:19][CH2:20][CH3:21])[C:10]=1[CH2:22][O:23]C1CCCCO1)([OH:8])[C:4]([F:7])([F:6])[F:5].C(O)(=O)C.C(=O)([O-])O.[Na+]. The catalyst is O1CCCC1.O. The product is [F:1][C:2]([F:30])([F:31])[C:3]([C:9]1[CH:14]=[CH:13][C:12]([O:15][CH2:16][O:17][CH3:18])=[C:11]([CH2:19][CH2:20][CH3:21])[C:10]=1[CH2:22][OH:23])([OH:8])[C:4]([F:5])([F:7])[F:6]. The yield is 0.920. (6) The reactants are Cl.[NH2:2][C:3]1[C:4]2[C:14]([O:15][CH2:16][C:17]3([NH2:20])[CH2:19][CH2:18]3)=[CH:13][CH:12]=[CH:11][C:5]=2[NH:6][S:7](=[O:10])(=[O:9])[N:8]=1.Cl.[CH3:22][C:23]1[CH:24]=[C:25]([CH:29]=[CH:30][N:31]=1)[C:26](O)=[O:27]. No catalyst specified. The product is [NH2:2][C:3]1[C:4]2[C:14]([O:15][CH2:16][C:17]3([NH:20][C:26](=[O:27])[C:25]4[CH:29]=[CH:30][N:31]=[C:23]([CH3:22])[CH:24]=4)[CH2:19][CH2:18]3)=[CH:13][CH:12]=[CH:11][C:5]=2[NH:6][S:7](=[O:10])(=[O:9])[N:8]=1. The yield is 0.0500. (7) The reactants are [F:1][C:2]1[CH:7]=[C:6]([I:8])[CH:5]=[CH:4][C:3]=1[NH:9][C:10]1[C:19]2[C:18](=[O:20])[NH:17][CH:16]=[N:15][C:14]=2[N:13]([CH3:21])[C:12](=[O:22])[CH:11]=1.C(=O)([O-])[O-].[K+].[K+].CC1(C)[O:34][C@@H:33]([CH2:35][O:36]N)[CH2:32][O:31]1. The catalyst is CC(N(C)C)=O. The product is [OH:34][C@H:33]([CH2:35][OH:36])[CH2:32][O:31][N:17]1[C:18](=[O:20])[C:19]2[C:10]([NH:9][C:3]3[CH:4]=[CH:5][C:6]([I:8])=[CH:7][C:2]=3[F:1])=[CH:11][C:12](=[O:22])[N:13]([CH3:21])[C:14]=2[N:15]=[CH:16]1. The yield is 0.130.